From a dataset of Reaction yield outcomes from USPTO patents with 853,638 reactions. Predict the reaction yield, written as a fraction of the theoretical maximum amount of product (1.0 means a 100% yield; for example, 0.34 means a 34% yield). (1) The reactants are [NH:1]1[CH:5]=[C:4](C=O)[CH:3]=[N:2]1.C[Si]([C:12]#[N:13])(C)C.Cl.Cl.[CH2:16]1[NH:21][CH2:20][CH2:19][N:18]2[CH2:22][CH2:23][CH2:24][C@H:17]12.[C:25]([O-])([O-])=O.[K+].[K+]. The catalyst is C(OCC)C.CO.[I-].[Zn+2].[I-]. The product is [CH2:22]1[N:18]([CH:17]([C:3]2[CH:4]=[CH:5][NH:1][N:2]=2)[C:16]#[N:21])[CH2:19][CH2:20][N:13]2[CH2:12][CH2:25][CH2:24][C@H:23]12. The yield is 0.570. (2) The reactants are [NH2:1][C:2]1[CH:10]=[CH:9][C:5]([C:6]([OH:8])=[O:7])=[CH:4][C:3]=1[OH:11].Cl.[CH3:13]O. No catalyst specified. The product is [NH2:1][C:2]1[CH:10]=[CH:9][C:5]([C:6]([O:8][CH3:13])=[O:7])=[CH:4][C:3]=1[OH:11]. The yield is 0.970.